From a dataset of Reaction yield outcomes from USPTO patents with 853,638 reactions. Predict the reaction yield, written as a fraction of the theoretical maximum amount of product (1.0 means a 100% yield; for example, 0.34 means a 34% yield). (1) The reactants are O[CH2:2][C:3]1[C:4]([N:9]([CH3:14])[S:10]([CH3:13])(=[O:12])=[O:11])=[N:5][CH:6]=[CH:7][CH:8]=1.S(Cl)([Cl:17])=O. The catalyst is C(Cl)Cl. The product is [Cl:17][CH2:2][C:3]1[C:4]([N:9]([CH3:14])[S:10]([CH3:13])(=[O:12])=[O:11])=[N:5][CH:6]=[CH:7][CH:8]=1. The yield is 0.450. (2) The reactants are Br[C:2]1[CH:26]=[CH:25][C:5]([O:6][CH2:7][C:8]2[N:19]=[C:18]3[N:10]([C:11](=[O:24])[N:12]([CH2:20][CH2:21][CH2:22][CH3:23])[C:13]4[N:14]=[CH:15][NH:16][C:17]=43)[N:9]=2)=[CH:4][CH:3]=1.[N:27]1[CH:32]=[CH:31][C:30](B(O)O)=[CH:29][CH:28]=1.C(=O)([O-])[O-].[Na+].[Na+]. The catalyst is CN(C)C=O.O.CCOC(C)=O.Br[Pd](Br)(P(C1C=CC=CC=1)(C1C=CC=CC=1)C1C=CC=CC=1)P(C1C=CC=CC=1)(C1C=CC=CC=1)C1C=CC=CC=1. The product is [CH2:20]([N:12]1[C:13]2[N:14]=[CH:15][NH:16][C:17]=2[C:18]2=[N:19][C:8]([CH2:7][O:6][C:5]3[CH:25]=[CH:26][C:2]([C:30]4[CH:31]=[CH:32][N:27]=[CH:28][CH:29]=4)=[CH:3][CH:4]=3)=[N:9][N:10]2[C:11]1=[O:24])[CH2:21][CH2:22][CH3:23]. The yield is 0.240. (3) The reactants are [Cl:1][C:2]1[CH:3]=[C:4]([C:9]2[C:21]([CH3:22])=[CH:20][C:12]([C:13]([NH:15][S:16]([CH3:19])(=[O:18])=[O:17])=[O:14])=[C:11]([F:23])[CH:10]=2)[CH:5]=[N:6][C:7]=1F.C(=O)([O-])[O-].[Cs+].[Cs+].[CH3:30][O:31][C:32]1[CH:33]=[C:34]([CH2:38][SH:39])[CH:35]=[CH:36][CH:37]=1. The catalyst is CS(C)=O. The product is [Cl:1][C:2]1[CH:3]=[C:4]([C:9]2[C:21]([CH3:22])=[CH:20][C:12]([C:13]([NH:15][S:16]([CH3:19])(=[O:18])=[O:17])=[O:14])=[C:11]([F:23])[CH:10]=2)[CH:5]=[N:6][C:7]=1[S:39][CH2:38][C:34]1[CH:35]=[CH:36][CH:37]=[C:32]([O:31][CH3:30])[CH:33]=1. The yield is 0.310.